This data is from Reaction yield outcomes from USPTO patents with 853,638 reactions. The task is: Predict the reaction yield, written as a fraction of the theoretical maximum amount of product (1.0 means a 100% yield; for example, 0.34 means a 34% yield). (1) The reactants are [H-].C([Al+]CC(C)C)C(C)C.[Br:11][C:12]1[N:13]([CH2:25][C:26]#[C:27][CH3:28])[C:14]([C:21]([O:23][CH3:24])=[O:22])=[C:15]([C:17](OC)=[O:18])[N:16]=1.Cl.O. The catalyst is O1CCCC1. The product is [Br:11][C:12]1[N:13]([CH2:25][C:26]#[C:27][CH3:28])[C:14]([C:21]([O:23][CH3:24])=[O:22])=[C:15]([CH:17]=[O:18])[N:16]=1. The yield is 0.520. (2) The reactants are Cl[C:2]1[N:10]=[C:9]2[C:5]([N:6]=[C:7]([CH2:12][CH2:13][N:14]3[CH2:19][CH2:18][O:17][CH2:16][C:15]3([CH3:21])[CH3:20])[N:8]2[CH3:11])=[C:4]([N:22]2[CH2:27][CH2:26][O:25][CH2:24][CH2:23]2)[N:3]=1.[CH2:28]([C:30]1[NH:31][C:32]2[CH:38]=[CH:37][CH:36]=[CH:35][C:33]=2[N:34]=1)[CH3:29].CC(C1C=C(C(C)C)C(C2C=CC=CC=2P(C2CCCCC2)C2CCCCC2)=C(C(C)C)C=1)C.C([O-])([O-])=O.[Cs+].[Cs+]. The catalyst is O1CCOCC1.C1C=CC(/C=C/C(/C=C/C2C=CC=CC=2)=O)=CC=1.C1C=CC(/C=C/C(/C=C/C2C=CC=CC=2)=O)=CC=1.C1C=CC(/C=C/C(/C=C/C2C=CC=CC=2)=O)=CC=1.[Pd].[Pd]. The product is [CH2:28]([C:30]1[N:31]([C:2]2[N:10]=[C:9]3[C:5]([N:6]=[C:7]([CH2:12][CH2:13][N:14]4[CH2:19][CH2:18][O:17][CH2:16][C:15]4([CH3:21])[CH3:20])[N:8]3[CH3:11])=[C:4]([N:22]3[CH2:23][CH2:24][O:25][CH2:26][CH2:27]3)[N:3]=2)[C:32]2[CH:38]=[CH:37][CH:36]=[CH:35][C:33]=2[N:34]=1)[CH3:29]. The yield is 0.590. (3) The reactants are [CH:1]([C:3]1[N:4]([CH2:12][CH2:13][C:14]([O:16]C)=[O:15])[C:5]2[C:10]([CH:11]=1)=[CH:9][CH:8]=[CH:7][CH:6]=2)=[O:2].[Li+].[OH-].Cl. The catalyst is O1CCOCC1. The product is [CH:1]([C:3]1[N:4]([CH2:12][CH2:13][C:14]([OH:16])=[O:15])[C:5]2[C:10]([CH:11]=1)=[CH:9][CH:8]=[CH:7][CH:6]=2)=[O:2]. The yield is 0.840. (4) The product is [CH2:17]([O:16][C:14]([C:13]1[CH:19]=[CH:20][CH:21]=[CH:22][C:12]=1[O:11][CH2:10][CH2:9][CH2:8][C:6]([OH:7])=[O:5])=[O:15])[CH3:18]. The catalyst is C(OCC)C. The reactants are C([O:5][C:6]([CH2:8][CH2:9][CH2:10][O:11][C:12]1[CH:22]=[CH:21][CH:20]=[CH:19][C:13]=1[C:14]([O:16][CH2:17][CH3:18])=[O:15])=[O:7])(C)(C)C.FC(F)(F)C(O)=O.C(OCC)(=O)C. The yield is 0.950. (5) The reactants are Cl[CH2:2][CH2:3][O:4][CH2:5][CH2:6][O:7][CH2:8][CH2:9][O:10][CH3:11].[OH:12][C:13]1[CH:20]=[CH:19][C:16]([CH:17]=[O:18])=[CH:15][CH:14]=1.C([O-])([O-])=O.[K+].[K+].C1OCCOCCOCCOCCOCCOC1. The yield is 0.700. The product is [O:12]([C:13]1[CH:20]=[CH:19][C:16]([CH:17]=[O:18])=[CH:15][CH:14]=1)[CH2:2][CH2:3][O:4][CH2:5][CH2:6][O:7][CH2:8][CH2:9][O:10][CH3:11]. The catalyst is C1COCC1.O. (6) The reactants are [CH3:1][O:2][C:3]1[CH:4]=[C:5]2[C:10](=[CH:11][C:12]=1[O:13][CH3:14])[N:9]=[CH:8][CH:7]=[C:6]2[O:15][C:16]1[CH:22]=[CH:21][C:19]([NH2:20])=[CH:18][CH:17]=1.Cl[C:24](Cl)([O:26][C:27](=[O:33])OC(Cl)(Cl)Cl)Cl.[CH2:35](O)[CH2:36][CH2:37][CH:38]=C.C(=O)(O)[O-].[Na+]. The catalyst is C(Cl)Cl.C(N(CC)CC)C.C1(C)C=CC=CC=1. The product is [CH3:1][O:2][C:3]1[CH:4]=[C:5]2[C:10](=[CH:11][C:12]=1[O:13][CH3:14])[N:9]=[CH:8][CH:7]=[C:6]2[O:15][C:16]1[CH:22]=[CH:21][C:19]([NH:20][C:27](=[O:33])[O:26][CH2:24][CH2:38][CH2:37][CH:36]=[CH2:35])=[CH:18][CH:17]=1. The yield is 1.00. (7) The reactants are [O:1]([C:8]1[CH:9]=[C:10]([N:14]([CH2:22][C:23]2[CH:28]=[CH:27][CH:26]=[C:25]([O:29][C:30]([F:35])([F:34])[CH:31]([F:33])[F:32])[CH:24]=2)[CH2:15][CH:16](O)[C:17]([F:20])([F:19])[F:18])[CH:11]=[CH:12][CH:13]=1)[C:2]1[CH:7]=[CH:6][CH:5]=[CH:4][CH:3]=1.C(N(S(F)(F)[F:42])CC)C. The catalyst is ClCCl. The product is [O:1]([C:8]1[CH:9]=[C:10]([N:14]([CH2:15][CH:16]([F:42])[C:17]([F:18])([F:19])[F:20])[CH2:22][C:23]2[CH:28]=[CH:27][CH:26]=[C:25]([O:29][C:30]([F:35])([F:34])[CH:31]([F:32])[F:33])[CH:24]=2)[CH:11]=[CH:12][CH:13]=1)[C:2]1[CH:3]=[CH:4][CH:5]=[CH:6][CH:7]=1. The yield is 0.500.